Dataset: Reaction yield outcomes from USPTO patents with 853,638 reactions. Task: Predict the reaction yield, written as a fraction of the theoretical maximum amount of product (1.0 means a 100% yield; for example, 0.34 means a 34% yield). (1) The reactants are [CH2:1]([N:3]([CH2:39][CH3:40])[C:4]([C:6]1[CH:38]=[CH:37][C:9]([CH2:10][C:11]2[CH:36]=[CH:35][CH:34]=[CH:33][C:12]=2[O:13][CH2:14][CH2:15][N:16]2[CH2:21][CH2:20][CH:19]([N:22]3[C:26]4[CH:27]=[CH:28][CH:29]=[CH:30][C:25]=4[N:24]=[C:23]3[CH2:31][OH:32])[CH2:18][CH2:17]2)=[CH:8][CH:7]=1)=O)[CH3:2].COCCO[AlH2-]OCCOC.[Na+]. The catalyst is O1CCCC1.C1(C)C=CC=CC=1. The product is [CH2:1]([N:3]([CH2:4][C:6]1[CH:7]=[CH:8][C:9]([CH2:10][C:11]2[CH:36]=[CH:35][CH:34]=[CH:33][C:12]=2[O:13][CH2:14][CH2:15][N:16]2[CH2:21][CH2:20][CH:19]([N:22]3[C:26]4[CH:27]=[CH:28][CH:29]=[CH:30][C:25]=4[N:24]=[C:23]3[CH2:31][OH:32])[CH2:18][CH2:17]2)=[CH:37][CH:38]=1)[CH2:39][CH3:40])[CH3:2]. The yield is 0.500. (2) The reactants are [NH2:1][C:2]1[CH:7]=[CH:6][C:5]([C:8]2[CH:13]=[CH:12][C:11]([CH:14]([N:22]([CH3:39])[C:23](=[O:38])[CH2:24][N:25]3[C:30]4[CH:31]=[C:32]([Cl:36])[C:33]([Cl:35])=[CH:34][C:29]=4[O:28][CH2:27][C:26]3=[O:37])[CH2:15][N:16]3[CH2:21][CH2:20][O:19][CH2:18][CH2:17]3)=[CH:10][CH:9]=2)=[CH:4][CH:3]=1.[CH2:40]([S:42](Cl)(=[O:44])=[O:43])[CH3:41].C(N(CC)CC)C. The catalyst is ClCCl. The product is [Cl:36][C:32]1[C:33]([Cl:35])=[CH:34][C:29]2[O:28][CH2:27][C:26](=[O:37])[N:25]([CH2:24][C:23]([N:22]([CH:14]([C:11]3[CH:12]=[CH:13][C:8]([C:5]4[CH:4]=[CH:3][C:2]([NH:1][S:42]([CH2:40][CH3:41])(=[O:44])=[O:43])=[CH:7][CH:6]=4)=[CH:9][CH:10]=3)[CH2:15][N:16]3[CH2:17][CH2:18][O:19][CH2:20][CH2:21]3)[CH3:39])=[O:38])[C:30]=2[CH:31]=1. The yield is 0.230. (3) The reactants are [NH:1]1[C:9]2[C:4](=[CH:5][CH:6]=[CH:7][CH:8]=2)[C:3](/[CH:10]=[CH:11]/[C:12]2[CH:25]=[CH:24][C:15]([C:16]([N:18]3[CH2:23][CH2:22][NH:21][CH2:20][CH2:19]3)=[O:17])=[CH:14][CH:13]=2)=[N:2]1.[CH3:26]N1CCOCC1.Cl.C(N=C=NCCCN(C)C)C.O.ON1C2C=CC=CC=2N=N1.C[CH:57](C)[CH2:58][C:59]([NH:61][CH2:62][C:63]([OH:65])=O)=[O:60]. No catalyst specified. The product is [C:59]([NH:61][CH2:62][C:63]([N:21]1[CH2:22][CH2:23][N:18]([C:16](=[O:17])[C:15]2[CH:14]=[CH:13][C:12](/[CH:11]=[CH:10]/[C:3]3[C:4]4[C:9](=[CH:8][CH:7]=[CH:6][CH:5]=4)[NH:1][N:2]=3)=[CH:25][CH:24]=2)[CH2:19][CH2:20]1)=[O:65])(=[O:60])[CH:58]([CH3:57])[CH3:26]. The yield is 0.370.